This data is from Reaction yield outcomes from USPTO patents with 853,638 reactions. The task is: Predict the reaction yield, written as a fraction of the theoretical maximum amount of product (1.0 means a 100% yield; for example, 0.34 means a 34% yield). (1) The reactants are [CH3:1][C:2]1[N:7]=[C:6]([NH:8][C@@H:9]([CH3:13])[C:10](O)=[O:11])[CH:5]=[CH:4][C:3]=1[N+:14]([O-:16])=[O:15].[H-].[H-].[H-].[H-].[Li+].[Al+3]. No catalyst specified. The product is [CH3:1][C:2]1[N:7]=[C:6]([NH:8][C@@H:9]([CH3:13])[CH2:10][OH:11])[CH:5]=[CH:4][C:3]=1[N+:14]([O-:16])=[O:15]. The yield is 0.220. (2) The reactants are [CH2:1]([O:8][C:9]([N:11]1[C@H:20]([C:21]([N:23]([CH2:33][C:34]2[CH:58]=[CH:57][C:37]([C:38]([NH:40][C@@H:41]3[CH2:45][N:44]([C:46]([O:48][C:49]([CH3:52])([CH3:51])[CH3:50])=[O:47])[C@H:43]([C:53]([O:55]C)=[O:54])[CH2:42]3)=[O:39])=[CH:36][CH:35]=2)[C@@H:24]([C:26]2[CH:31]=[CH:30][CH:29]=[CH:28][C:27]=2[F:32])[CH3:25])=[O:22])[CH2:19][C:18]2[C:13](=[CH:14][CH:15]=[CH:16][CH:17]=2)[CH2:12]1)=[O:10])[C:2]1[CH:7]=[CH:6][CH:5]=[CH:4][CH:3]=1.[Li+].[OH-].Cl. The product is [CH2:1]([O:8][C:9]([N:11]1[C@H:20]([C:21]([N:23]([CH2:33][C:34]2[CH:35]=[CH:36][C:37]([C:38]([NH:40][C@@H:41]3[CH2:45][N:44]([C:46]([O:48][C:49]([CH3:52])([CH3:51])[CH3:50])=[O:47])[C@H:43]([C:53]([OH:55])=[O:54])[CH2:42]3)=[O:39])=[CH:57][CH:58]=2)[C@@H:24]([C:26]2[CH:31]=[CH:30][CH:29]=[CH:28][C:27]=2[F:32])[CH3:25])=[O:22])[CH2:19][C:18]2[C:13](=[CH:14][CH:15]=[CH:16][CH:17]=2)[CH2:12]1)=[O:10])[C:2]1[CH:7]=[CH:6][CH:5]=[CH:4][CH:3]=1. The catalyst is C1COCC1.CO. The yield is 1.00. (3) The reactants are S(O[CH2:12][C@H:13]([C@@H:15]([CH2:17]OS(C1C=CC(C)=CC=1)(=O)=O)[OH:16])[OH:14])(C1C=CC(C)=CC=1)(=O)=O.[CH2:29]([NH2:36])[C:30]1[CH:35]=[CH:34][CH:33]=[CH:32][CH:31]=1.C(=O)([O-])O.[Na+]. The catalyst is O1CCOCC1. The product is [CH2:29]([N:36]1[CH2:12][C@@H:13]([OH:14])[C@H:15]([OH:16])[CH2:17]1)[C:30]1[CH:35]=[CH:34][CH:33]=[CH:32][CH:31]=1. The yield is 0.460. (4) The reactants are [CH3:1][C:2]1[CH:18]=[CH:17][C:5]([CH2:6][C:7]2[O:11][N:10]=[C:9]([C:12]([O:14]CC)=O)[N:8]=2)=[CH:4][CH:3]=1.Cl.[Cl:20][C:21]1[CH:22]=[C:23]2[C:27](=[CH:28][CH:29]=1)[NH:26][CH:25]=[C:24]2[CH2:30][CH2:31][NH2:32].CN(C(ON1N=NC2C=CC=NC1=2)=[N+](C)C)C.F[P-](F)(F)(F)(F)F.C(N(CC)C(C)C)(C)C. The catalyst is C1COCC1.[OH-].[Na+].O.CN(C=O)C. The product is [Cl:20][C:21]1[CH:22]=[C:23]2[C:27](=[CH:28][CH:29]=1)[NH:26][CH:25]=[C:24]2[CH2:30][CH2:31][NH:32][C:12]([C:9]1[N:8]=[C:7]([CH2:6][C:5]2[CH:4]=[CH:3][C:2]([CH3:1])=[CH:18][CH:17]=2)[O:11][N:10]=1)=[O:14]. The yield is 0.360.